This data is from Catalyst prediction with 721,799 reactions and 888 catalyst types from USPTO. The task is: Predict which catalyst facilitates the given reaction. (1) Reactant: Cl[C:2]1[N:11]=[C:10]([CH3:12])[CH:9]=[CH:8][C:3]=1[C:4]([O:6][CH3:7])=[O:5].[C:13]([CH:17]1[CH2:22]C(=O)[CH2:20][CH2:19][O:18]1)([CH3:16])([CH3:15])[CH3:14].CC1(C)C2C(=C(P(C3C=CC=CC=3)C3C=CC=CC=3)C=CC=2)OC2C(P(C3C=CC=CC=3)C3C=CC=CC=3)=CC=CC1=2.C([O-])([O-])=O.[Cs+].[Cs+]. Product: [C:13]([CH:17]1[O:18][CH2:19][CH:20]2[CH:7]([O:6][C:4](=[O:5])[C:3]3[C:2]2=[N:11][C:10]([CH3:12])=[CH:9][CH:8]=3)[CH2:22]1)([CH3:16])([CH3:15])[CH3:14]. The catalyst class is: 187. (2) Reactant: [CH:1]([CH:4]1[CH2:9][NH:8][CH2:7][CH2:6][NH:5]1)([CH3:3])[CH3:2].[Br:10][C:11]1[CH:18]=[CH:17][C:14]([CH2:15]Br)=[CH:13][CH:12]=1. Product: [Br:10][C:11]1[CH:18]=[CH:17][C:14]([CH2:15][N:8]2[CH2:7][CH2:6][NH:5][CH:4]([CH:1]([CH3:3])[CH3:2])[CH2:9]2)=[CH:13][CH:12]=1. The catalyst class is: 10. (3) Reactant: [H-].[Na+].[N:3]1[CH:8]=[CH:7][CH:6]=[CH:5][C:4]=1[C:9]1[C:18]([C:19]2[C:28]3[C:23](=[CH:24][C:25]([OH:29])=[CH:26][CH:27]=3)[N:22]=[CH:21][CH:20]=2)=[C:12]2[CH2:13][CH2:14][CH2:15][CH2:16][CH2:17][N:11]2[N:10]=1.Cl.Cl[CH2:32][CH2:33][N:34]1[CH2:39][CH2:38][O:37][CH2:36][CH2:35]1. Product: [N:34]1([CH2:33][CH2:32][O:29][C:25]2[CH:24]=[C:23]3[C:28]([C:19]([C:18]4[C:9]([C:4]5[CH:5]=[CH:6][CH:7]=[CH:8][N:3]=5)=[N:10][N:11]5[CH2:17][CH2:16][CH2:15][CH2:14][CH2:13][C:12]=45)=[CH:20][CH:21]=[N:22]3)=[CH:27][CH:26]=2)[CH2:39][CH2:38][O:37][CH2:36][CH2:35]1. The catalyst class is: 3.